From a dataset of Full USPTO retrosynthesis dataset with 1.9M reactions from patents (1976-2016). Predict the reactants needed to synthesize the given product. (1) Given the product [C:1]([C:4]1[C:9]2[N:8]([CH:36]=[N:11][N:10]=2)[C:7]([S:12][CH3:13])=[N:6][C:5]=1[NH:14][C:15]1[C:20]([F:21])=[CH:19][C:18]([N:22]2[CH2:23][CH2:24][N:25]([C:28]([O:30][C:31]([CH3:32])([CH3:34])[CH3:33])=[O:29])[CH2:26][CH2:27]2)=[C:17]([F:35])[CH:16]=1)(=[O:3])[NH2:2], predict the reactants needed to synthesize it. The reactants are: [C:1]([C:4]1[C:5]([NH:14][C:15]2[C:20]([F:21])=[CH:19][C:18]([N:22]3[CH2:27][CH2:26][N:25]([C:28]([O:30][C:31]([CH3:34])([CH3:33])[CH3:32])=[O:29])[CH2:24][CH2:23]3)=[C:17]([F:35])[CH:16]=2)=[N:6][C:7]([S:12][CH3:13])=[N:8][C:9]=1[NH:10][NH2:11])(=[O:3])[NH2:2].[CH:36]([O-])([O-])OC. (2) Given the product [Cl:30][C:20]1[N:6]2[CH:7]=[CH:8][CH:9]=[C:10]([N:11]([CH3:19])[C:12](=[O:18])[O:13][C:14]([CH3:17])([CH3:15])[CH3:16])[C:5]2=[N:4][C:3]=1[C:2]([F:1])([F:21])[F:22], predict the reactants needed to synthesize it. The reactants are: [F:1][C:2]([F:22])([F:21])[C:3]1[N:4]=[C:5]2[C:10]([N:11]([CH3:19])[C:12](=[O:18])[O:13][C:14]([CH3:17])([CH3:16])[CH3:15])=[CH:9][CH:8]=[CH:7][N:6]2[CH:20]=1.C1C(=O)N([Cl:30])C(=O)C1.O. (3) The reactants are: [C:1]1([CH3:11])[CH:6]=[CH:5][C:4]([S:7](Cl)(=[O:9])=[O:8])=[CH:3][CH:2]=1.[CH:12]1([OH:18])[CH2:16][CH2:15][CH:14]([OH:17])[CH2:13]1. Given the product [CH3:11][C:1]1[CH:6]=[CH:5][C:4]([S:7]([O:17][CH:14]2[CH2:15][CH2:16][CH:12]([OH:18])[CH2:13]2)(=[O:9])=[O:8])=[CH:3][CH:2]=1, predict the reactants needed to synthesize it.